The task is: Regression. Given a peptide amino acid sequence and an MHC pseudo amino acid sequence, predict their binding affinity value. This is MHC class II binding data.. This data is from Peptide-MHC class II binding affinity with 134,281 pairs from IEDB. (1) The MHC is DRB1_1302 with pseudo-sequence DRB1_1302. The peptide sequence is VKTITNDQIEVTNAT. The binding affinity (normalized) is 0.412. (2) The peptide sequence is LKKLVFGYRKPLDNI. The MHC is DRB1_0101 with pseudo-sequence DRB1_0101. The binding affinity (normalized) is 0.463.